Dataset: Catalyst prediction with 721,799 reactions and 888 catalyst types from USPTO. Task: Predict which catalyst facilitates the given reaction. (1) Reactant: [N:1]1([C:7]([O:9][C:10]([CH3:13])([CH3:12])[CH3:11])=[O:8])[CH2:6][CH2:5][NH:4][CH2:3][CH2:2]1.Cl[C:15]1[NH:19][C:18]2[CH:20]=[CH:21][C:22]([N+:24]([O-:26])=[O:25])=[CH:23][C:17]=2[N:16]=1. Product: [N+:24]([C:22]1[CH:21]=[CH:20][C:18]2[NH:19][C:15]([N:4]3[CH2:5][CH2:6][N:1]([C:7]([O:9][C:10]([CH3:13])([CH3:12])[CH3:11])=[O:8])[CH2:2][CH2:3]3)=[N:16][C:17]=2[CH:23]=1)([O-:26])=[O:25]. The catalyst class is: 8. (2) Reactant: [CH2:1]([O:8][C:9]([N:11]1[CH2:15][C@@H:14]([O:16][Si:17]([C:20]([CH3:23])([CH3:22])[CH3:21])([CH3:19])[CH3:18])[CH2:13][C@@H:12]1[CH:24]([OH:33])[C:25]1[C:26]([CH3:32])=[N:27][N:28]([CH3:31])[C:29]=1[CH3:30])=[O:10])[C:2]1[CH:7]=[CH:6][CH:5]=[CH:4][CH:3]=1.N1C=CC=CC=1.[CH:40]1[CH:45]=[CH:44][C:43]([O:46][C:47](Cl)=[S:48])=[CH:42][CH:41]=1. Product: [CH2:1]([O:8][C:9]([N:11]1[CH2:15][C@@H:14]([O:16][Si:17]([C:20]([CH3:23])([CH3:22])[CH3:21])([CH3:19])[CH3:18])[CH2:13][C@@H:12]1[CH:24]([O:33][C:47]([O:46][C:43]1[CH:44]=[CH:45][CH:40]=[CH:41][CH:42]=1)=[S:48])[C:25]1[C:26]([CH3:32])=[N:27][N:28]([CH3:31])[C:29]=1[CH3:30])=[O:10])[C:2]1[CH:3]=[CH:4][CH:5]=[CH:6][CH:7]=1. The catalyst class is: 4. (3) Reactant: [CH:1]1[C:13]2[CH:12]([CH2:14][O:15][C:16]([NH:18][C@H:19]([C:69]([O:71]C(C)(C)C)=[O:70])[CH2:20][O:21][C:22](=[O:68])[CH2:23][CH2:24][C:25]([O:27][CH2:28][C@H:29]3[O:36][C@H:33]([O:34][CH3:35])[C@H:32]([O:37][CH2:38][CH2:39][CH2:40][CH2:41][CH2:42][CH2:43][CH2:44][CH2:45][CH2:46][CH2:47][CH2:48][CH2:49][CH2:50][CH3:51])[C@@H:31]([O:52][CH2:53][CH2:54][CH2:55][CH2:56][CH2:57][CH2:58][CH2:59][CH2:60][CH2:61][CH2:62][CH2:63][CH2:64][CH2:65][CH3:66])[C@@H:30]3[OH:67])=[O:26])=[O:17])[C:11]3[C:6](=[CH:7][CH:8]=[CH:9][CH:10]=3)[C:5]=2[CH:4]=[CH:3][CH:2]=1. Product: [CH:1]1[C:13]2[CH:12]([CH2:14][O:15][C:16]([NH:18][C@H:19]([C:69]([OH:71])=[O:70])[CH2:20][O:21][C:22](=[O:68])[CH2:23][CH2:24][C:25]([O:27][CH2:28][C@H:29]3[O:36][C@H:33]([O:34][CH3:35])[C@H:32]([O:37][CH2:38][CH2:39][CH2:40][CH2:41][CH2:42][CH2:43][CH2:44][CH2:45][CH2:46][CH2:47][CH2:48][CH2:49][CH2:50][CH3:51])[C@@H:31]([O:52][CH2:53][CH2:54][CH2:55][CH2:56][CH2:57][CH2:58][CH2:59][CH2:60][CH2:61][CH2:62][CH2:63][CH2:64][CH2:65][CH3:66])[C@@H:30]3[OH:67])=[O:26])=[O:17])[C:11]3[C:6](=[CH:7][CH:8]=[CH:9][CH:10]=3)[C:5]=2[CH:4]=[CH:3][CH:2]=1. The catalyst class is: 67. (4) Reactant: [NH2:1][C:2]1[C:3](=[O:15])[NH:4][C:5](=[S:14])[N:6]([CH2:9][CH2:10][CH2:11][CH2:12][CH3:13])[C:7]=1[NH2:8].[CH:16]1([C:20](O)=[O:21])[CH2:19][CH2:18][CH2:17]1.F[P-](F)(F)(F)(F)F.N1(O[P+](N(C)C)(N(C)C)N(C)C)C2C=CC=CC=2N=N1.C(N(CC)CC)C. Product: [NH2:1][C:2]1[C:3](=[O:15])[NH:4][C:5](=[S:14])[N:6]([CH2:9][CH2:10][CH2:11][CH2:12][CH3:13])[C:7]=1[NH:8][C:20]([CH:16]1[CH2:19][CH2:18][CH2:17]1)=[O:21]. The catalyst class is: 18. (5) Reactant: [OH:1][C:2]1[CH:11]=[CH:10][C:9]([N+:12]([O-:14])=[O:13])=[CH:8][C:3]=1[C:4]([O:6][CH3:7])=[O:5].[H-].[Na+].[CH2:17](Br)[C:18]1[CH:23]=[CH:22][CH:21]=[CH:20][CH:19]=1.[Cl-].[NH4+]. Product: [CH2:17]([O:1][C:2]1[CH:11]=[CH:10][C:9]([N+:12]([O-:14])=[O:13])=[CH:8][C:3]=1[C:4]([O:6][CH3:7])=[O:5])[C:18]1[CH:23]=[CH:22][CH:21]=[CH:20][CH:19]=1. The catalyst class is: 3. (6) Reactant: [C:1]1([NH:7][C:8]2[CH:9]=[C:10]([CH2:14][OH:15])[CH:11]=[CH:12][CH:13]=2)[CH:6]=[CH:5][CH:4]=[CH:3][CH:2]=1.O[N:17]1C(=O)C2=CC=CC=C2C1=O.C1(P(C2C=CC=CC=2)C2C=CC=CC=2)C=CC=CC=1.N(C(OCC)=O)=NC(OCC)=O.O.NN. Product: [NH2:17][O:15][CH2:14][C:10]1[CH:9]=[C:8]([CH:13]=[CH:12][CH:11]=1)[NH:7][C:1]1[CH:6]=[CH:5][CH:4]=[CH:3][CH:2]=1. The catalyst class is: 219. (7) Reactant: Cl.[O:2]=[C:3]1[C:8]([C:9]([O:11][CH3:12])=[O:10])=[CH:7][CH:6]=[CH:5][NH:4]1.[H-].[Na+].[Br:15][C:16]1[CH:23]=[CH:22][CH:21]=[CH:20][C:17]=1[CH2:18]Br. Product: [Br:15][C:16]1[CH:23]=[CH:22][CH:21]=[CH:20][C:17]=1[CH2:18][N:4]1[CH:5]=[CH:6][CH:7]=[C:8]([C:9]([O:11][CH3:12])=[O:10])[C:3]1=[O:2]. The catalyst class is: 3. (8) Reactant: [Br:1][C:2]1[C:3]([CH3:8])=[N:4][S:5][C:6]=1[NH2:7].C(N(CC)CC)C.[CH2:16]1[CH:23]2[C:19]3([C:25](Cl)=[O:26])[CH2:20][CH:21]([CH2:24][CH:17]1[CH2:18]3)[CH2:22]2. Product: [Br:1][C:2]1[C:3]([CH3:8])=[N:4][S:5][C:6]=1[NH:7][C:25]([C:19]12[CH2:20][CH:21]3[CH2:24][CH:17]([CH2:16][CH:23]1[CH2:22]3)[CH2:18]2)=[O:26]. The catalyst class is: 7.